This data is from Forward reaction prediction with 1.9M reactions from USPTO patents (1976-2016). The task is: Predict the product of the given reaction. Given the reactants Br[CH2:2][C:3]1[NH:8][C:7]([C:9]2[CH:10]=[N:11][CH:12]=[CH:13][CH:14]=2)=[N:6][CH:5]([C:15]2[CH:20]=[CH:19][C:18]([F:21])=[CH:17][C:16]=2[Cl:22])[C:4]=1[C:23]([O:25][CH2:26][CH3:27])=[O:24].[NH:28]1[CH2:33][CH2:32][O:31][CH2:30][CH:29]1[C:34]([OH:36])=[O:35], predict the reaction product. The product is: [Cl:22][C:16]1[CH:17]=[C:18]([F:21])[CH:19]=[CH:20][C:15]=1[CH:5]1[N:6]=[C:7]([C:9]2[CH:10]=[N:11][CH:12]=[CH:13][CH:14]=2)[NH:8][C:3]([CH2:2][N:28]2[CH2:33][CH2:32][O:31][CH2:30][CH:29]2[C:34]([OH:36])=[O:35])=[C:4]1[C:23]([O:25][CH2:26][CH3:27])=[O:24].